Dataset: Catalyst prediction with 721,799 reactions and 888 catalyst types from USPTO. Task: Predict which catalyst facilitates the given reaction. (1) Reactant: [CH3:1][C:2]([N:5]1[C:9]2[N:10]=[C:11]([C:17]([CH3:20])([CH3:19])[CH3:18])[CH:12]=[C:13]([C:14](O)=[O:15])[C:8]=2[C:7]([CH3:21])=[N:6]1)([CH3:4])[CH3:3].[NH2:22][CH2:23][C:24]1[C:25](=[O:32])[NH:26][C:27]([CH3:31])=[CH:28][C:29]=1[CH3:30].CN1CCOCC1.ON1C2N=CC=CC=2N=N1.C(Cl)CCl. Product: [CH3:1][C:2]([N:5]1[C:9]2[N:10]=[C:11]([C:17]([CH3:20])([CH3:18])[CH3:19])[CH:12]=[C:13]([C:14]([NH:22][CH2:23][C:24]3[C:25](=[O:32])[NH:26][C:27]([CH3:31])=[CH:28][C:29]=3[CH3:30])=[O:15])[C:8]=2[C:7]([CH3:21])=[N:6]1)([CH3:3])[CH3:4]. The catalyst class is: 16. (2) Reactant: [H-].[Na+].[C:3]([O:7][C:8](=[O:28])[NH:9][CH:10]([CH2:26][OH:27])[CH2:11][C:12]1[CH:17]=[CH:16][C:15]([C:18]2[CH:23]=[CH:22][C:21]([F:24])=[C:20]([Cl:25])[CH:19]=2)=[CH:14][CH:13]=1)([CH3:6])([CH3:5])[CH3:4].[CH2:29]1COCC1. Product: [C:3]([O:7][C:8](=[O:28])[NH:9][CH:10]([CH2:26][O:27][CH3:29])[CH2:11][C:12]1[CH:17]=[CH:16][C:15]([C:18]2[CH:23]=[CH:22][C:21]([F:24])=[C:20]([Cl:25])[CH:19]=2)=[CH:14][CH:13]=1)([CH3:5])([CH3:4])[CH3:6]. The catalyst class is: 25. (3) Reactant: [CH3:1][O:2][C:3]([C:5]1[S:6][C:7]([CH:13](OCC)[O:14]CC)=[CH:8][C:9]=1[CH:10]([CH3:12])[CH3:11])=[O:4].C(O)=O. Product: [CH3:1][O:2][C:3]([C:5]1[S:6][C:7]([CH:13]=[O:14])=[CH:8][C:9]=1[CH:10]([CH3:11])[CH3:12])=[O:4]. The catalyst class is: 12. (4) Reactant: C(N(CC)C(C)C)(C)C.Cl.[CH3:11][NH:12][O:13][CH3:14].[NH2:15][C:16]1[CH:24]=[CH:23][C:22]([F:25])=[CH:21][C:17]=1[C:18](O)=[O:19].C(Cl)CCl. Product: [NH2:15][C:16]1[CH:24]=[CH:23][C:22]([F:25])=[CH:21][C:17]=1[C:18]([N:12]([O:13][CH3:14])[CH3:11])=[O:19]. The catalyst class is: 373. (5) Reactant: [C:1]([C:3]1[CH:8]=[CH:7][C:6]([N:9]2[C:13]([CH3:14])=[C:12]([CH2:15][C:16]3[CH:24]=[CH:23][C:19]([C:20]([OH:22])=O)=[CH:18][CH:17]=3)[C:11]([CH3:25])=[N:10]2)=[CH:5][C:4]=1[C:26]([F:29])([F:28])[F:27])#[N:2].Cl.CN(C)CCCN=C=NCC.ON1C2C=CC=CC=2N=N1.[NH:52]1[CH2:57][CH2:56][O:55][CH2:54][CH2:53]1.Cl. Product: [CH3:25][C:11]1[C:12]([CH2:15][C:16]2[CH:24]=[CH:23][C:19]([C:20]([N:52]3[CH2:57][CH2:56][O:55][CH2:54][CH2:53]3)=[O:22])=[CH:18][CH:17]=2)=[C:13]([CH3:14])[N:9]([C:6]2[CH:7]=[CH:8][C:3]([C:1]#[N:2])=[C:4]([C:26]([F:29])([F:28])[F:27])[CH:5]=2)[N:10]=1. The catalyst class is: 3. (6) Reactant: [CH3:1][C:2]1([CH3:14])[O:6][B:5]([C:7]2[CH:8]=[N:9][NH:10][CH:11]=2)[O:4][C:3]1([CH3:13])[CH3:12].Br[CH2:16][C:17]([O:19][CH2:20][CH3:21])=[O:18].C(=O)([O-])[O-].[Cs+].[Cs+].CN(C)C=O. Product: [CH3:12][C:3]1([CH3:13])[C:2]([CH3:14])([CH3:1])[O:6][B:5]([C:7]2[CH:8]=[N:9][N:10]([CH2:16][C:17]([O:19][CH2:20][CH3:21])=[O:18])[CH:11]=2)[O:4]1. The catalyst class is: 6. (7) Reactant: [C:1](Cl)(=[O:8])[C:2]1[CH:7]=[CH:6][CH:5]=[CH:4][CH:3]=1.[CH3:10][C:11]1([CH3:28])[CH2:16][CH:15]([OH:17])[CH2:14][C:13]([CH3:19])([CH3:18])[N:12]1[N:20]=[N:21][C:22]1[CH:27]=[CH:26][CH:25]=[CH:24][CH:23]=1. Product: [CH3:18][C:13]1([CH3:19])[CH2:14][CH:15]([O:17][C:1](=[O:8])[C:2]2[CH:7]=[CH:6][CH:5]=[CH:4][CH:3]=2)[CH2:16][C:11]([CH3:10])([CH3:28])[N:12]1[N:20]=[N:21][C:22]1[CH:27]=[CH:26][CH:25]=[CH:24][CH:23]=1. The catalyst class is: 341. (8) Reactant: [ClH:1].[CH2:2]([O:4][C:5]([C:7]1([NH:10]C(OC(C)(C)C)=O)[CH2:9][CH2:8]1)=[O:6])[CH3:3]. Product: [Cl-:1].[CH2:2]([O:4][C:5]([C:7]1([NH3+:10])[CH2:9][CH2:8]1)=[O:6])[CH3:3]. The catalyst class is: 13.